This data is from Forward reaction prediction with 1.9M reactions from USPTO patents (1976-2016). The task is: Predict the product of the given reaction. The product is: [CH:1]([NH:4][C:5]([C@@H:7]1[CH2:12][CH2:11][C@H:10]([N:13]2[C:21]3[CH:20]=[C:19]([O:22][CH2:23][CH2:24][N:25]4[CH2:30][CH2:29][CH2:28][CH2:27][CH2:26]4)[N:18]=[CH:17][C:16]=3[NH:15]/[C:14]/2=[N:31]\[C:32](=[O:33])[C:34]2[CH:35]=[CH:36][CH:37]=[C:38]([O:44][CH3:43])[CH:42]=2)[CH2:9][CH2:8]1)=[O:6])([CH3:2])[CH3:3]. Given the reactants [CH:1]([NH:4][C:5]([C@@H:7]1[CH2:12][CH2:11][C@H:10]([N:13]2[C:21]3[CH:20]=[C:19]([O:22][CH2:23][CH2:24][N:25]4[CH2:30][CH2:29][CH2:28][CH2:27][CH2:26]4)[N:18]=[CH:17][C:16]=3[NH:15]/[C:14]/2=[N:31]\[C:32]([C:34]2[CH:35]=[CH:36][C:37]3C=CS[C:38]=3[CH:42]=2)=[O:33])[CH2:9][CH2:8]1)=[O:6])([CH3:3])[CH3:2].[CH3:43][O:44]C1C=C(C=CC=1)C(O)=O, predict the reaction product.